From a dataset of Reaction yield outcomes from USPTO patents with 853,638 reactions. Predict the reaction yield, written as a fraction of the theoretical maximum amount of product (1.0 means a 100% yield; for example, 0.34 means a 34% yield). The reactants are [CH3:1][N:2]1[C:6]([C:7]2[CH:12]=[CH:11][CH:10]=[CH:9][CH:8]=2)=[C:5]([C:13]([OH:15])=O)[CH:4]=[N:3]1.C(Cl)(=O)C(Cl)=O.CN(C)C=O.[NH2:27][C:28]1[CH:29]=[C:30]([CH:49]=[CH:50][CH:51]=1)[O:31][C:32]1[CH:46]=[CH:45][C:35]2[N:36]=[C:37]([NH:39][C:40]([CH:42]3[CH2:44][CH2:43]3)=[O:41])[S:38][C:34]=2[C:33]=1[C:47]#[N:48]. The catalyst is O1CCCC1.C(OCC)(=O)C. The product is [C:47]([C:33]1[C:34]2[S:38][C:37]([NH:39][C:40]([CH:42]3[CH2:43][CH2:44]3)=[O:41])=[N:36][C:35]=2[CH:45]=[CH:46][C:32]=1[O:31][C:30]1[CH:29]=[C:28]([NH:27][C:13]([C:5]2[CH:4]=[N:3][N:2]([CH3:1])[C:6]=2[C:7]2[CH:8]=[CH:9][CH:10]=[CH:11][CH:12]=2)=[O:15])[CH:51]=[CH:50][CH:49]=1)#[N:48]. The yield is 0.670.